From a dataset of Reaction yield outcomes from USPTO patents with 853,638 reactions. Predict the reaction yield, written as a fraction of the theoretical maximum amount of product (1.0 means a 100% yield; for example, 0.34 means a 34% yield). (1) The reactants are [O:1]1[CH2:6][CH2:5][CH2:4][CH2:3][CH:2]1[N:7]1[C:11]([N+:12]([O-:14])=[O:13])=[CH:10][C:9]([C:15]([O:17]C)=[O:16])=[N:8]1.[OH-].[Li+]. The catalyst is CO.C1COCC1.O.O. The product is [O:1]1[CH2:6][CH2:5][CH2:4][CH2:3][CH:2]1[N:7]1[C:11]([N+:12]([O-:14])=[O:13])=[CH:10][C:9]([C:15]([OH:17])=[O:16])=[N:8]1. The yield is 0.640. (2) The catalyst is O1CCCC1. The reactants are [N:1]1([CH2:7][C:8]([O:10][CH2:11][CH3:12])=[O:9])[CH2:6][CH2:5][NH:4][CH2:3][CH2:2]1.C([N:15](CC)CC)C.[C:20]([N:27]1C=CN=C1)(N1C=CN=C1)=[S:21].O.NN.[Cl-].[Na+]. The yield is 1.15. The product is [NH:27]([C:20]([N:4]1[CH2:5][CH2:6][N:1]([CH2:7][C:8]([O:10][CH2:11][CH3:12])=[O:9])[CH2:2][CH2:3]1)=[S:21])[NH2:15]. (3) The reactants are [CH2:1]([NH:8][C:9]([C:11]1([NH:17][C:18](=[O:33])[C:19]2[CH:24]=[C:23]([C:25]([CH3:28])([CH3:27])[CH3:26])[N:22]=[C:21]([C:29]([CH3:32])([CH3:31])[CH3:30])[CH:20]=2)[CH2:16][CH2:15][NH:14][CH2:13][CH2:12]1)=[O:10])[C:2]1[CH:7]=[CH:6][CH:5]=[CH:4][CH:3]=1.[CH2:34]=O.[OH-].[Na+]. The catalyst is O. The product is [CH2:1]([NH:8][C:9]([C:11]1([NH:17][C:18](=[O:33])[C:19]2[CH:20]=[C:21]([C:29]([CH3:32])([CH3:31])[CH3:30])[N:22]=[C:23]([C:25]([CH3:26])([CH3:27])[CH3:28])[CH:24]=2)[CH2:16][CH2:15][N:14]([CH3:34])[CH2:13][CH2:12]1)=[O:10])[C:2]1[CH:3]=[CH:4][CH:5]=[CH:6][CH:7]=1. The yield is 0.484. (4) The product is [F:19][C:14]1[CH:13]=[C:12]([CH:17]=[CH:16][C:15]=1[F:18])[CH2:11][N:25]1[CH2:24][CH2:23][N:22]([C:26]2[CH:27]=[C:28]([CH:32]=[CH:33][N:34]=2)[C:29]([O:31][CH3:2])=[O:30])[C:21]1=[O:20]. The yield is 0.660. No catalyst specified. The reactants are Br[CH2:2]C1C=CC(F)=CC=1.Br[CH2:11][C:12]1[CH:17]=[CH:16][C:15]([F:18])=[C:14]([F:19])[CH:13]=1.[O:20]=[C:21]1[NH:25][CH2:24][CH2:23][N:22]1[C:26]1[CH:27]=[C:28]([CH:32]=[CH:33][N:34]=1)[C:29]([O-:31])=[O:30]. (5) The reactants are [CH2:1]([O:3][C:4](=[O:14])[CH:5]([C:7]1[S:8][C:9]([Cl:13])=[C:10]([Cl:12])[CH:11]=1)O)[CH3:2].C[C:16](C)(C)[C:17]([O-:20])([O-])[O-:18].[C:23](O)(=O)CCCCC. The catalyst is C1C2C(CCCC2)CCC1. The product is [CH2:1]([O:3][C:4](=[O:14])[CH2:5][C:7]1[S:8][C:9]([Cl:13])=[C:10]([Cl:12])[C:11]=1[CH2:16][C:17]([O:20][CH3:23])=[O:18])[CH3:2]. The yield is 0.290. (6) The reactants are Cl[C:2]1[CH:11]=[N:10][C:9]2[C:8]([C:12]([O:14][CH3:15])=[O:13])=[C:7]([O:16][CH3:17])[C:6]([C:18]3[S:19][CH:20]=[CH:21][CH:22]=3)=[CH:5][C:4]=2[N:3]=1.[C:23]1(B(O)O)[CH:28]=[CH:27][CH:26]=[CH:25][CH:24]=1.C(=O)([O-])[O-].[K+].[K+]. The catalyst is O1CCOCC1.O.C1C=CC([P]([Pd]([P](C2C=CC=CC=2)(C2C=CC=CC=2)C2C=CC=CC=2)([P](C2C=CC=CC=2)(C2C=CC=CC=2)C2C=CC=CC=2)[P](C2C=CC=CC=2)(C2C=CC=CC=2)C2C=CC=CC=2)(C2C=CC=CC=2)C2C=CC=CC=2)=CC=1. The product is [CH3:17][O:16][C:7]1[C:6]([C:18]2[S:19][CH:20]=[CH:21][CH:22]=2)=[CH:5][C:4]2[N:3]=[C:2]([C:23]3[CH:28]=[CH:27][CH:26]=[CH:25][CH:24]=3)[CH:11]=[N:10][C:9]=2[C:8]=1[C:12]([O:14][CH3:15])=[O:13]. The yield is 0.990. (7) The reactants are Cl[C:2](=[O:8])[C:3]([O:5]CC)=O.[C:9]([C:11]1[CH:12]=[C:13]([NH:17][C:18]([NH:20][CH:21]([CH3:26])[C:22]([CH3:25])([CH3:24])[CH3:23])=[S:19])[CH:14]=[CH:15][CH:16]=1)#[N:10]. The catalyst is ClCCl. The product is [O:8]=[C:2]1[C:3](=[O:5])[N:17]([C:13]2[CH:12]=[C:11]([CH:16]=[CH:15][CH:14]=2)[C:9]#[N:10])[C:18](=[S:19])[N:20]1[CH:21]([CH3:26])[C:22]([CH3:25])([CH3:24])[CH3:23]. The yield is 0.810. (8) The product is [ClH:1].[Cl:1][C:2]1[CH:3]=[C:4](/[CH:23]=[CH:24]/[C:25]([NH:27][OH:28])=[O:26])[CH:5]=[N:6][C:7]=1[NH:8][C@@H:9]1[CH2:13][CH2:12][N:11]([C:14](=[O:22])[CH2:15][CH:16]2[CH2:21][CH2:20][CH2:19][CH2:18][CH2:17]2)[CH2:10]1. The catalyst is CCOC(C)=O. The reactants are [Cl:1][C:2]1[CH:3]=[C:4](/[CH:23]=[CH:24]/[C:25]([NH:27][O:28]C2CCCCO2)=[O:26])[CH:5]=[N:6][C:7]=1[NH:8][C@@H:9]1[CH2:13][CH2:12][N:11]([C:14](=[O:22])[CH2:15][CH:16]2[CH2:21][CH2:20][CH2:19][CH2:18][CH2:17]2)[CH2:10]1.Cl.C(O)C. The yield is 0.00630.